Dataset: Forward reaction prediction with 1.9M reactions from USPTO patents (1976-2016). Task: Predict the product of the given reaction. (1) Given the reactants [OH:1][C@@H:2]([C:5]1[CH:10]=[C:9]([C:11]2[CH:16]=[CH:15][C:14]([O:17][C:18]3[CH:23]=[CH:22][C:21]([F:24])=[CH:20][CH:19]=3)=[CH:13][CH:12]=2)[N:8]=[C:7]([C:25]([O:27]C)=[O:26])[CH:6]=1)[CH2:3][OH:4].C1COCC1.O[Li].O, predict the reaction product. The product is: [OH:1][C@@H:2]([C:5]1[CH:10]=[C:9]([C:11]2[CH:16]=[CH:15][C:14]([O:17][C:18]3[CH:23]=[CH:22][C:21]([F:24])=[CH:20][CH:19]=3)=[CH:13][CH:12]=2)[N:8]=[C:7]([C:25]([OH:27])=[O:26])[CH:6]=1)[CH2:3][OH:4]. (2) Given the reactants Cl[CH2:2][C:3]1[CH:7]=[C:6]([C:8]2[CH:13]=[CH:12][C:11]([Cl:14])=[CH:10][CH:9]=2)[O:5][N:4]=1.C[O:16][C:17](=[O:30])[CH2:18][O:19][C:20]1[CH:28]=[CH:27][C:26]([SH:29])=[C:25]2[C:21]=1[CH2:22][CH2:23][CH2:24]2, predict the reaction product. The product is: [Cl:14][C:11]1[CH:12]=[CH:13][C:8]([C:6]2[O:5][N:4]=[C:3]([CH2:2][S:29][C:26]3[CH:27]=[CH:28][C:20]([O:19][CH2:18][C:17]([OH:30])=[O:16])=[C:21]4[C:25]=3[CH2:24][CH2:23][CH2:22]4)[CH:7]=2)=[CH:9][CH:10]=1. (3) The product is: [C:1](=[O:12])([S:20][CH2:13][CH2:14][CH2:15][CH2:16][CH2:17][CH2:18][CH3:19])/[CH:2]=[CH:3]/[CH2:4][CH2:5][CH2:6][CH2:7][CH2:8][CH2:9][CH3:10]. Given the reactants [C:1]([OH:12])(=O)/[CH:2]=[CH:3]/[CH2:4][CH2:5][CH2:6][CH2:7][CH2:8][CH2:9][CH3:10].[CH2:13]([SH:20])[CH2:14][CH2:15][CH2:16][CH2:17][CH2:18][CH3:19], predict the reaction product.